The task is: Predict the reaction yield, written as a fraction of the theoretical maximum amount of product (1.0 means a 100% yield; for example, 0.34 means a 34% yield).. This data is from Reaction yield outcomes from USPTO patents with 853,638 reactions. The reactants are [CH2:1]([C:3]1[CH:8]=[CH:7][C:6]([C:9]2[N:13]([CH3:14])[N:12]=[C:11]([C:15](=[N:17][NH:18][C:19]([C:21]3[CH:30]=[CH:29][C:24]([C:25]([O:27]C)=[O:26])=[CH:23][CH:22]=3)=[O:20])[CH3:16])[C:10]=2[OH:31])=[CH:5][CH:4]=1)[CH3:2].CO.[OH-].[Na+].Cl. The catalyst is O. The product is [CH2:1]([C:3]1[CH:8]=[CH:7][C:6]([C:9]2[N:13]([CH3:14])[N:12]=[C:11]([C:15](=[N:17][NH:18][C:19]([C:21]3[CH:22]=[CH:23][C:24]([C:25]([OH:27])=[O:26])=[CH:29][CH:30]=3)=[O:20])[CH3:16])[C:10]=2[OH:31])=[CH:5][CH:4]=1)[CH3:2]. The yield is 0.420.